From a dataset of Forward reaction prediction with 1.9M reactions from USPTO patents (1976-2016). Predict the product of the given reaction. The product is: [F:18][C:2]([F:1])([F:17])[C:3]1[CH:4]=[CH:5][C:6]([O:9][C:10]2[CH:11]=[CH:12][C:13]([O:16][C:28](=[O:29])[N:27]([CH2:20][C:21]3[CH:26]=[CH:25][CH:24]=[CH:23][CH:22]=3)[CH3:36])=[CH:14][CH:15]=2)=[N:7][CH:8]=1. Given the reactants [F:1][C:2]([F:18])([F:17])[C:3]1[CH:4]=[CH:5][C:6]([O:9][C:10]2[CH:15]=[CH:14][C:13]([OH:16])=[CH:12][CH:11]=2)=[N:7][CH:8]=1.[I-].[CH2:20]([N:27]([CH3:36])[C:28](N1C=C[N+](C)=C1)=[O:29])[C:21]1[CH:26]=[CH:25][CH:24]=[CH:23][CH:22]=1, predict the reaction product.